Dataset: Forward reaction prediction with 1.9M reactions from USPTO patents (1976-2016). Task: Predict the product of the given reaction. (1) Given the reactants [CH3:1][CH:2]1[S:6][C:5]2=[C:7]([CH2:14][CH2:15][OH:16])[C:8]3[S:9][C:10]([CH3:13])=[CH:11][C:12]=3[C:4]2=[CH:3]1.N1C=CC=CC=1.[F:23][C:24]([F:37])([F:36])[S:25](O[S:25]([C:24]([F:37])([F:36])[F:23])(=[O:27])=[O:26])(=[O:27])=[O:26], predict the reaction product. The product is: [CH3:13][C:10]1[S:9][C:8]2[CH:7]([CH2:14][CH2:15][O:16][S:25]([C:24]([F:37])([F:36])[F:23])(=[O:27])=[O:26])[C:5]3[S:6][C:2]([CH3:1])=[CH:3][C:4]=3[C:12]=2[CH:11]=1. (2) Given the reactants [Cl:1][C:2]1[C:3]([C:32]2[C:40]3[C:35](=[CH:36][CH:37]=[CH:38][CH:39]=3)[N:34](S(C3C=CC=CC=3)(=O)=O)[CH:33]=2)=[N:4][C:5]([NH:8][C@@H:9]2[CH2:14][CH2:13][CH2:12][C@H:11]([NH:15][C:16]([C:18]3[CH:23]=[CH:22][C:21]([NH:24][C:25](=[O:31])[O:26][C:27]([CH3:30])([CH3:29])[CH3:28])=[CH:20][CH:19]=3)=[O:17])[CH2:10]2)=[N:6][CH:7]=1.[OH-].[Na+], predict the reaction product. The product is: [Cl:1][C:2]1[C:3]([C:32]2[C:40]3[C:35](=[CH:36][CH:37]=[CH:38][CH:39]=3)[NH:34][CH:33]=2)=[N:4][C:5]([NH:8][C@@H:9]2[CH2:14][CH2:13][CH2:12][C@H:11]([NH:15][C:16]([C:18]3[CH:19]=[CH:20][C:21]([NH:24][C:25](=[O:31])[O:26][C:27]([CH3:30])([CH3:29])[CH3:28])=[CH:22][CH:23]=3)=[O:17])[CH2:10]2)=[N:6][CH:7]=1. (3) Given the reactants [Br:1][C:2]1[CH:3]=[C:4]2[C:9](=[CH:10][CH:11]=1)[C:8](Cl)=[N:7][N:6]=[CH:5]2.[NH:13]1[CH2:18][CH2:17][NH:16][CH2:15][C:14]1=[O:19].C(=O)([O-])[O-].[K+].[K+], predict the reaction product. The product is: [Br:1][C:2]1[CH:3]=[C:4]2[C:9](=[CH:10][CH:11]=1)[C:8]([N:16]1[CH2:17][CH2:18][NH:13][C:14](=[O:19])[CH2:15]1)=[N:7][N:6]=[CH:5]2. (4) Given the reactants [CH2:1]([NH:8][C:9]1[CH:14]=[C:13](Cl)[N:12]=[CH:11][C:10]=1[CH2:16][C:17]([NH2:19])=[O:18])[C:2]1[CH:7]=[CH:6][CH:5]=[CH:4][CH:3]=1.NCC1CCCN1CC1C=CC=CC=1.[NH2:34][C:35]1[CH:40]=[CH:39][N:38]=[CH:37][CH:36]=1.C(=O)([O-])[O-].[K+].[K+].C1(P(C2C=CC=CC=2)C2C=CC3C(=CC=CC=3)C=2C2C3C(=CC=CC=3)C=CC=2P(C2C=CC=CC=2)C2C=CC=CC=2)C=CC=CC=1, predict the reaction product. The product is: [CH2:1]([NH:8][C:9]1[CH:14]=[C:13]([NH:34][C:35]2[CH:40]=[CH:39][N:38]=[CH:37][CH:36]=2)[N:12]=[CH:11][C:10]=1[CH2:16][C:17]([NH2:19])=[O:18])[C:2]1[CH:7]=[CH:6][CH:5]=[CH:4][CH:3]=1. (5) The product is: [C:1]([O:5][C:6]([N:8]1[C:16]2[C:11](=[CH:12][C:13]([O:17][CH2:18][C:19]3[CH:20]=[CH:21][CH:22]=[CH:23][CH:24]=3)=[CH:14][CH:15]=2)[C:10]([C:25]2[N:26]([C:35]([O:37][C:38]([CH3:41])([CH3:40])[CH3:39])=[O:36])[C:27]3[C:32]([CH:33]=2)=[CH:31][C:30]([O:34][CH2:50][CH2:49][Br:48])=[CH:29][CH:28]=3)=[N:9]1)=[O:7])([CH3:4])([CH3:3])[CH3:2]. Given the reactants [C:1]([O:5][C:6]([N:8]1[C:16]2[C:11](=[CH:12][C:13]([O:17][CH2:18][C:19]3[CH:24]=[CH:23][CH:22]=[CH:21][CH:20]=3)=[CH:14][CH:15]=2)[C:10]([C:25]2[N:26]([C:35]([O:37][C:38]([CH3:41])([CH3:40])[CH3:39])=[O:36])[C:27]3[C:32]([CH:33]=2)=[CH:31][C:30]([OH:34])=[CH:29][CH:28]=3)=[N:9]1)=[O:7])([CH3:4])([CH3:3])[CH3:2].C(=O)([O-])[O-].[Cs+].[Cs+].[Br:48][CH2:49][CH2:50]Br, predict the reaction product.